Dataset: Forward reaction prediction with 1.9M reactions from USPTO patents (1976-2016). Task: Predict the product of the given reaction. (1) Given the reactants [C:1]1(/[CH:7]=[CH:8]/[C:9]2[CH:14]=[CH:13][CH:12]=[CH:11][CH:10]=2)[CH:6]=[CH:5][CH:4]=[CH:3][CH:2]=1.C([Li])CCC.Cl.[O:21]1CCCC1, predict the reaction product. The product is: [OH:21][C:4]1[CH:5]=[CH:6][C:1]([CH:7]=[CH2:8])=[CH:2][CH:3]=1.[C:1]1([CH:7]=[CH:8][C:9]2[CH:10]=[CH:11][CH:12]=[CH:13][CH:14]=2)[CH:6]=[CH:5][CH:4]=[CH:3][CH:2]=1. (2) The product is: [CH3:11][C:3]1[CH:4]=[CH:5][C:6]([C:8]([OH:10])=[O:9])=[N:7][C:2]=1[S:12]([OH:15])(=[O:14])=[O:13]. Given the reactants Cl[C:2]1[N:7]=[C:6]([C:8]([OH:10])=[O:9])[CH:5]=[CH:4][C:3]=1[CH3:11].[S:12]([O-:15])([O-:14])=[O:13].[Na+].[Na+].O, predict the reaction product. (3) Given the reactants [CH3:1][C:2]1[N:3](C(OCC(C)C)=O)[C:4]2[C:5]([N:21]=1)=[N:6][CH:7]=[C:8]([C:10]1[CH:11]=[CH:12][C:13]3[O:19][CH2:18][CH2:17][NH:16][CH2:15][C:14]=3[CH:20]=1)[CH:9]=2.[N:29]([CH2:32][C:33]1[N:42]=[C:41](Cl)[C:40]2[CH2:39][C:38]([CH3:45])([CH3:44])[CH2:37][CH2:36][C:35]=2[N:34]=1)=[N+]=[N-].[N-]=[N+]=[N-], predict the reaction product. The product is: [CH3:44][C:38]1([CH3:45])[CH2:37][CH2:36][C:35]2[N:34]=[C:33]([CH2:32][NH2:29])[N:42]=[C:41]([N:16]3[CH2:15][C:14]4[CH:20]=[C:10]([C:8]5[CH:9]=[C:4]6[NH:3][C:2]([CH3:1])=[N:21][C:5]6=[N:6][CH:7]=5)[CH:11]=[CH:12][C:13]=4[O:19][CH2:18][CH2:17]3)[C:40]=2[CH2:39]1. (4) Given the reactants [C:1]([NH:8][C@H:9]([C:11]([OH:13])=O)[CH3:10])([O:3][C:4]([CH3:7])([CH3:6])[CH3:5])=[O:2].C(N1C=CN=C1)(N1C=CN=C1)=O.Cl.[CH3:27][NH:28][O:29][CH3:30].C1C=C2C(C(O)(O)C(=O)C2=CC=1)=O, predict the reaction product. The product is: [CH3:30][O:29][N:28]([CH3:27])[C:11](=[O:13])[C@@H:9]([NH:8][C:1](=[O:2])[O:3][C:4]([CH3:5])([CH3:6])[CH3:7])[CH3:10]. (5) Given the reactants [P:1]([O:9][C:10]1[CH:37]=[CH:36][C:13]2[C:14](=[O:35])/[C:15](=[CH:17]/[C:18]3[C:26]4[C:21](=[CH:22][CH:23]=[C:24]([O:27][CH3:28])[CH:25]=4)[NH:20][C:19]=3[C:29]3[CH:34]=[CH:33][CH:32]=[CH:31][CH:30]=3)/[O:16][C:12]=2[CH:11]=1)([O:6]CC)([O:3]CC)=[O:2].[Si](Br)(C)(C)C.C([O-])(O)=O.[Na+].CO, predict the reaction product. The product is: [P:1]([OH:3])([OH:6])([O:9][C:10]1[CH:37]=[CH:36][C:13]2[C:14](=[O:35])/[C:15](=[CH:17]/[C:18]3[C:26]4[C:21](=[CH:22][CH:23]=[C:24]([O:27][CH3:28])[CH:25]=4)[NH:20][C:19]=3[C:29]3[CH:34]=[CH:33][CH:32]=[CH:31][CH:30]=3)/[O:16][C:12]=2[CH:11]=1)=[O:2]. (6) Given the reactants [C:1]1([C@@H:7]([NH2:9])[CH3:8])[CH:6]=[CH:5][CH:4]=[CH:3][CH:2]=1.[CH2:10]([N:17]1[CH2:22][CH2:21][C:20](=O)[CH2:19][CH2:18]1)[C:11]1[CH:16]=[CH:15][CH:14]=[CH:13][CH:12]=1, predict the reaction product. The product is: [CH2:10]([N:17]1[CH2:22][CH2:21][C:20](=[N:9][C@H:7]([C:1]2[CH:6]=[CH:5][CH:4]=[CH:3][CH:2]=2)[CH3:8])[CH2:19][CH2:18]1)[C:11]1[CH:16]=[CH:15][CH:14]=[CH:13][CH:12]=1.